From a dataset of Catalyst prediction with 721,799 reactions and 888 catalyst types from USPTO. Predict which catalyst facilitates the given reaction. (1) Reactant: [OH:1][C:2]1[C:11]2[C:6](=[C:7]([OH:12])[CH:8]=[CH:9][CH:10]=2)[CH:5]=[CH:4][CH:3]=1.C([O-])([O-])=O.[K+].[K+].[CH2:19](Br)[CH:20]=[CH2:21]. Product: [CH2:21]([O:1][C:2]1[CH:3]=[CH:4][CH:5]=[C:6]2[C:11]=1[CH:10]=[CH:9][CH:8]=[C:7]2[OH:12])[CH:20]=[CH2:19]. The catalyst class is: 21. (2) Reactant: FC(F)(F)S([O:6][S:7]([C:10]([F:13])([F:12])[F:11])(=[O:9])=[O:8])(=O)=O.[F:16][C:17]1[CH:22]=[CH:21][C:20]([C:23]2[CH:24]=[C:25]3[C:30](=[CH:31][CH:32]=2)[CH:29]=[C:28](O)[CH:27]=[CH:26]3)=[CH:19][CH:18]=1. Product: [F:13][C:10]([F:11])([F:12])[S:7]([O:6][C:28]1[CH:27]=[CH:26][C:25]2[C:30](=[CH:31][CH:32]=[C:23]([C:20]3[CH:21]=[CH:22][C:17]([F:16])=[CH:18][CH:19]=3)[CH:24]=2)[CH:29]=1)(=[O:8])=[O:9]. The catalyst class is: 272. (3) Reactant: [CH2:1]([O:3][P:4]([CH2:9][C:10]1[CH:15]=[CH:14][C:13]([NH:16][C:17]2[N:22]=[C:21]([NH:23][C:24]3[CH:25]=[CH:26][C:27]([C:35]4[CH2:36][CH2:37][N:38](C(OC(C)(C)C)=O)[CH2:39][CH:40]=4)=[C:28]4[C:32]=3[C:31](=[O:33])[N:30]([CH3:34])[CH2:29]4)[C:20]([C:48]([F:51])([F:50])[F:49])=[CH:19][N:18]=2)=[CH:12][CH:11]=1)([O:6][CH2:7][CH3:8])=[O:5])[CH3:2].FC(F)(F)C(O)=O. Product: [CH3:34][N:30]1[C:31](=[O:33])[C:32]2[C:28](=[C:27]([C:35]3[CH2:36][CH2:37][NH:38][CH2:39][CH:40]=3)[CH:26]=[CH:25][C:24]=2[NH:23][C:21]2[C:20]([C:48]([F:50])([F:51])[F:49])=[CH:19][N:18]=[C:17]([NH:16][C:13]3[CH:14]=[CH:15][C:10]([CH2:9][P:4](=[O:5])([O:6][CH2:7][CH3:8])[O:3][CH2:1][CH3:2])=[CH:11][CH:12]=3)[N:22]=2)[CH2:29]1. The catalyst class is: 2.